Dataset: Peptide-MHC class I binding affinity with 185,985 pairs from IEDB/IMGT. Task: Regression. Given a peptide amino acid sequence and an MHC pseudo amino acid sequence, predict their binding affinity value. This is MHC class I binding data. The peptide sequence is AVRNAKAAV. The MHC is HLA-A02:03 with pseudo-sequence HLA-A02:03. The binding affinity (normalized) is 0.327.